From a dataset of Reaction yield outcomes from USPTO patents with 853,638 reactions. Predict the reaction yield, written as a fraction of the theoretical maximum amount of product (1.0 means a 100% yield; for example, 0.34 means a 34% yield). (1) The reactants are C1C(=O)N([Br:8])C(=O)C1.[Cl:9][C:10]1[C:11]2[N:12]([C:16]([C@H:19]3[CH2:27][CH2:26][C@H:25]4[N:21]([C:22](=[O:28])[CH2:23][CH2:24]4)[CH2:20]3)=[N:17][CH:18]=2)[CH:13]=[CH:14][N:15]=1. The catalyst is C(#N)C. The product is [Br:8][C:18]1[N:17]=[C:16]([C@H:19]2[CH2:27][CH2:26][C@H:25]3[N:21]([C:22](=[O:28])[CH2:23][CH2:24]3)[CH2:20]2)[N:12]2[CH:13]=[CH:14][N:15]=[C:10]([Cl:9])[C:11]=12. The yield is 0.870. (2) The product is [CH3:33][CH:34]([CH3:38])[C:35]([NH:75][NH:74][C:72]([N:69]1[CH2:68][CH2:67][CH:66]([CH2:65][O:64][C:61]2[CH:62]=[N:63][C:58]([C:55]3[CH:56]=[CH:57][C:52]([S:49]([CH3:48])(=[O:50])=[O:51])=[CH:53][CH:54]=3)=[CH:59][CH:60]=2)[CH2:71][CH2:70]1)=[O:73])=[O:36]. The yield is 0.850. The reactants are CN(C(ON1N=NC2C=CC=CC1=2)=[N+](C)C)C.[B-](F)(F)(F)F.C1C=CC2N(O)N=NC=2C=1.[CH3:33][CH:34]([CH3:38])[C:35](O)=[O:36].C(N(C(C)C)CC)(C)C.[CH3:48][S:49]([C:52]1[CH:57]=[CH:56][C:55]([C:58]2[N:63]=[CH:62][C:61]([O:64][CH2:65][CH:66]3[CH2:71][CH2:70][N:69]([C:72]([NH:74][NH2:75])=[O:73])[CH2:68][CH2:67]3)=[CH:60][CH:59]=2)=[CH:54][CH:53]=1)(=[O:51])=[O:50]. The catalyst is CN(C=O)C.O. (3) The reactants are [NH2:1][C@@H:2]([CH2:6][C:7]1[CH:12]=[C:11]([I:13])[C:10]([OH:14])=[C:9]([I:15])[CH:8]=1)[C:3]([OH:5])=[O:4].[CH2:16]=O.Cl. The catalyst is COCCOC. The product is [OH:14][C:10]1[C:9]([I:15])=[C:8]2[C:7]([CH2:6][C@@H:2]([C:3]([OH:5])=[O:4])[NH:1][CH2:16]2)=[CH:12][C:11]=1[I:13]. The yield is 0.470. (4) The reactants are BrC1C=NC2C3C=CC(C(OC)=O)=CC=3NC=2C=1.[Br:19][C:20]1[CH:21]=[C:22]([N+:37]([O-])=O)[C:23]([C:26]2[CH:31]=[C:30]([S:32]([CH3:35])(=[O:34])=[O:33])[CH:29]=[CH:28][C:27]=2[F:36])=[N:24][CH:25]=1. No catalyst specified. The product is [Br:19][C:20]1[CH:25]=[N:24][C:23]2[C:26]3[C:27]([F:36])=[CH:28][CH:29]=[C:30]([S:32]([CH3:35])(=[O:34])=[O:33])[C:31]=3[NH:37][C:22]=2[CH:21]=1. The yield is 0.580. (5) The reactants are [Cl:1][C:2]1[CH:3]=[C:4]([C:9]2[C:21]([O:22][CH3:23])=[CH:20][C:12]([C:13]([NH:15][S:16]([CH3:19])(=[O:18])=[O:17])=[O:14])=[C:11]([F:24])[CH:10]=2)[CH:5]=[N:6][C:7]=1F.C([O-])([O-])=O.[Cs+].[Cs+].[S:31]1[C:35]2[CH:36]=[CH:37][CH:38]=[CH:39][C:34]=2[N:33]=[C:32]1[CH2:40][OH:41]. The product is [S:31]1[C:35]2[CH:36]=[CH:37][CH:38]=[CH:39][C:34]=2[N:33]=[C:32]1[CH2:40][O:41][C:7]1[N:6]=[CH:5][C:4]([C:9]2[C:21]([O:22][CH3:23])=[CH:20][C:12]([C:13]([NH:15][S:16]([CH3:19])(=[O:18])=[O:17])=[O:14])=[C:11]([F:24])[CH:10]=2)=[CH:3][C:2]=1[Cl:1]. The catalyst is CS(C)=O. The yield is 0.0800. (6) The reactants are [CH3:1][O:2][C:3]([C:5]1[O:6][C:7]2[CH:13]=[CH:12][C:11]([CH3:14])=[CH:10][C:8]=2[CH:9]=1)=[O:4].[Br:15]N1C(=O)CCC1=O.N(C1(C#N)CCCCC1)=NC1(C#N)CCCCC1. The catalyst is C(Cl)(Cl)(Cl)Cl. The product is [CH3:1][O:2][C:3]([C:5]1[O:6][C:7]2[CH:13]=[CH:12][C:11]([CH2:14][Br:15])=[CH:10][C:8]=2[CH:9]=1)=[O:4]. The yield is 9.60. (7) The reactants are [Cl:1][C:2]1[CH:7]=[CH:6][CH:5]=[CH:4][C:3]=1[C:8]1[CH:19]=[C:18]2[C:14]([CH:15]=[C:16]([CH:25]=[O:26])[N:17]2[CH2:20][CH2:21][CH2:22][O:23][CH3:24])=[C:13]2[C:9]=1[C:10](=[O:28])[NH:11][C:12]2=[O:27].S(C)C. The catalyst is C1COCC1. The product is [Cl:1][C:2]1[CH:7]=[CH:6][CH:5]=[CH:4][C:3]=1[C:8]1[CH:19]=[C:18]2[C:14]([CH:15]=[C:16]([CH2:25][OH:26])[N:17]2[CH2:20][CH2:21][CH2:22][O:23][CH3:24])=[C:13]2[C:9]=1[C:10](=[O:28])[NH:11][C:12]2=[O:27]. The yield is 0.560. (8) The reactants are [CH3:1][C:2]1[C:3]2[N:4]([CH:18]=[CH:19][N:20]=2)[CH:5]=[C:6]([C:8]2[CH:13]=[CH:12][C:11]([C:14]([F:17])([F:16])[F:15])=[CH:10][CH:9]=2)[CH:7]=1.[C:21]([O-])(=O)[CH3:22].[Na+].ICl. The catalyst is C(O)(=O)C. The product is [C:21]([C:18]1[N:4]2[CH:5]=[C:6]([C:8]3[CH:13]=[CH:12][C:11]([C:14]([F:16])([F:15])[F:17])=[CH:10][CH:9]=3)[CH:7]=[C:2]([CH3:1])[C:3]2=[N:20][CH:19]=1)#[CH:22]. The yield is 0.890. (9) The reactants are Br[C:2]1[CH:7]=[CH:6][C:5]([C:8]2[CH:13]=[CH:12][C:11]([F:14])=[CH:10][CH:9]=2)=[CH:4][CH:3]=1.[F:14][C:11]1[CH:10]=[CH:9][C:8]([C:5]2[CH:4]=[CH:3][C:2](N3CCNCC3)=[CH:7][CH:6]=2)=[CH:13][CH:12]=1.[C:34]([O:38][C:39]([N:41]1[CH2:46][CH2:45][NH:44][CH2:43][CH2:42]1)=[O:40])([CH3:37])([CH3:36])[CH3:35].CC(C)([O-])C.[Na+].C1(C)C=CC=CC=1. The catalyst is C1C=CC(/C=C/C(/C=C/C2C=CC=CC=2)=O)=CC=1.C1C=CC(/C=C/C(/C=C/C2C=CC=CC=2)=O)=CC=1.[Pd].C1(P(C2C=CC=CC=2)C2C=CC3C(=CC=CC=3)C=2C2C3C(=CC=CC=3)C=CC=2P(C2C=CC=CC=2)C2C=CC=CC=2)C=CC=CC=1.CCOCC. The product is [F:14][C:11]1[CH:12]=[CH:13][C:8]([C:5]2[CH:6]=[CH:7][C:2]([N:44]3[CH2:43][CH2:42][N:41]([C:39]([O:38][C:34]([CH3:37])([CH3:36])[CH3:35])=[O:40])[CH2:46][CH2:45]3)=[CH:3][CH:4]=2)=[CH:9][CH:10]=1. The yield is 0.880. (10) The reactants are [OH:1][C:2]1[CH:3]=[C:4]([C:14]([OH:16])=[O:15])[C:5]([C:11]([OH:13])=O)=[CH:6][C:7]=1[C:8]([OH:10])=[O:9].[C:17](OC(=O)C)(=[O:19])[CH3:18]. No catalyst specified. The product is [C:17]([O:1][C:2]1[C:7]([C:8]([OH:10])=[O:9])=[CH:6][C:5]2[C:11](=[O:13])[O:16][C:14](=[O:15])[C:4]=2[CH:3]=1)(=[O:19])[CH3:18]. The yield is 0.380.